Predict the reaction yield, written as a fraction of the theoretical maximum amount of product (1.0 means a 100% yield; for example, 0.34 means a 34% yield). From a dataset of Reaction yield outcomes from USPTO patents with 853,638 reactions. (1) The reactants are [CH2:1]([CH:3]([NH:6][C:7](=[O:17])[CH:8]=[CH:9][C:10]1[CH:15]=[CH:14][C:13]([OH:16])=[CH:12][CH:11]=1)[CH2:4][CH3:5])[CH3:2].[OH-].[K+].Cl[CH2:21][CH2:22][OH:23]. The catalyst is C(O)C. The product is [CH2:1]([CH:3]([NH:6][C:7](=[O:17])[CH:8]=[CH:9][C:10]1[CH:11]=[CH:12][C:13]([O:16][CH2:21][CH2:22][OH:23])=[CH:14][CH:15]=1)[CH2:4][CH3:5])[CH3:2]. The yield is 0.600. (2) The reactants are [NH2:1][C@H:2]1[CH2:7][CH2:6][N:5]([CH2:8][CH:9]2[C:13]3=[C:14]([F:22])[CH:15]=[N:16][C:17]4[CH:18]=[CH:19][C:20](=[O:21])[N:11]([C:12]=43)[CH2:10]2)[CH2:4][C@H:3]1[OH:23].C(OC(=O)NC1CCNCC1O)(C)(C)C.[O:39]1[C:44]2=[CH:45][N:46]=[C:47]([CH:49]=O)[CH:48]=[C:43]2[CH2:42][CH2:41][CH2:40]1.C(O[BH-](OC(=O)C)OC(=O)C)(=O)C.[Na+].C(Cl)(Cl)[Cl:66]. The catalyst is CO. The product is [ClH:66].[F:22][C:14]1[CH:15]=[N:16][C:17]2[CH:18]=[CH:19][C:20](=[O:21])[N:11]3[CH2:10][CH:9]([CH2:8][N:5]4[CH2:6][CH2:7][C@H:2]([NH:1][CH2:49][C:47]5[CH:48]=[C:43]6[CH2:42][CH2:41][CH2:40][O:39][C:44]6=[CH:45][N:46]=5)[C@H:3]([OH:23])[CH2:4]4)[C:13]=1[C:12]=23. The yield is 0.700. (3) The reactants are [Cl:1][C:2]1[CH:7]=[C:6]([CH2:8]O)[CH:5]=[C:4]([NH:10][CH2:11][C:12]2[CH:17]=[CH:16][C:15]([O:18][CH3:19])=[CH:14][CH:13]=2)[N:3]=1.C(N(CC)CC)C.CS(Cl)(=O)=O.[CH:32]([C:35]1[C:40](=[O:41])[NH:39][C:38](=[O:42])[NH:37][C:36]=1[O:43][C:44]1[CH:45]=[C:46]([CH:49]=[C:50]([CH3:52])[CH:51]=1)[C:47]#[N:48])([CH3:34])[CH3:33].C(=O)([O-])[O-].[K+].[K+].[I-].[Li+]. The catalyst is C(Cl)(Cl)Cl.ClCCl.CN(C=O)C. The product is [Cl:1][C:2]1[CH:7]=[C:6]([CH2:8][N:37]2[C:36]([O:43][C:44]3[CH:45]=[C:46]([CH:49]=[C:50]([CH3:52])[CH:51]=3)[C:47]#[N:48])=[C:35]([CH:32]([CH3:33])[CH3:34])[C:40](=[O:41])[NH:39][C:38]2=[O:42])[CH:5]=[C:4]([NH:10][CH2:11][C:12]2[CH:17]=[CH:16][C:15]([O:18][CH3:19])=[CH:14][CH:13]=2)[N:3]=1. The yield is 0.450. (4) The reactants are [CH3:1][O:2][C:3]1[CH:4]=[C:5]2[C:10](=[CH:11][C:12]=1[O:13][CH3:14])[N:9]=[CH:8][CH:7]=[C:6]2[O:15][C:16]1[CH:22]=[CH:21][C:19]([NH2:20])=[C:18]([CH3:23])[C:17]=1[CH3:24].C1(C)C=CC=CC=1.C(N(CC)CC)C.Cl[C:40](Cl)([O:42][C:43](=[O:49])OC(Cl)(Cl)Cl)Cl.[CH3:51][C:52]1[CH:57]=[CH:56][C:55]([CH3:58])=[CH:54][C:53]=1[S:59][CH:60](O)[CH2:61]C. The catalyst is C(Cl)Cl. The product is [CH3:1][O:2][C:3]1[CH:4]=[C:5]2[C:10](=[CH:11][C:12]=1[O:13][CH3:14])[N:9]=[CH:8][CH:7]=[C:6]2[O:15][C:16]1[CH:22]=[CH:21][C:19]([NH:20][C:43](=[O:49])[O:42][CH2:40][CH2:61][CH2:60][S:59][C:53]2[CH:54]=[C:55]([CH3:58])[CH:56]=[CH:57][C:52]=2[CH3:51])=[C:18]([CH3:23])[C:17]=1[CH3:24]. The yield is 0.250. (5) The product is [F:24][C:21]1([F:23])[CH2:22][N:19]([C:11]2[N:12]=[CH:13][C:14]([C:16]([OH:18])=[O:17])=[N:15][C:10]=2[O:4][CH2:3][C:2]([F:6])([F:5])[F:1])[CH2:20]1. The reactants are [F:1][C:2]([F:6])([F:5])[CH2:3][OH:4].[OH-].[K+].Br[C:10]1[N:15]=[C:14]([C:16]([OH:18])=[O:17])[CH:13]=[N:12][C:11]=1[N:19]1[CH2:22][C:21]([F:24])([F:23])[CH2:20]1.Cl. The catalyst is CS(C)=O.O. The yield is 0.901. (6) The reactants are [F:1][C:2]1[CH:7]=[CH:6][C:5]([C:8]2([CH2:14][O:15][CH2:16][C:17]([O:19]C(C)(C)C)=[O:18])[CH2:13][CH2:12][CH2:11][CH2:10][CH2:9]2)=[CH:4][CH:3]=1. The catalyst is FC(F)(F)C(O)=O. The product is [F:1][C:2]1[CH:3]=[CH:4][C:5]([C:8]2([CH2:14][O:15][CH2:16][C:17]([OH:19])=[O:18])[CH2:13][CH2:12][CH2:11][CH2:10][CH2:9]2)=[CH:6][CH:7]=1. The yield is 0.960. (7) The reactants are [F:1]C(F)(F)C1C=CC(O)=CC=1.[C:12]1([CH:18](O)[CH2:19][N:20]2[CH2:25][CH2:24][NH:23][CH2:22][CH:21]2C2C=CC=CC=2)[CH:17]=[CH:16][CH:15]=CC=1.[C:46]1(P([C:46]2[CH:51]=[CH:50][CH:49]=[CH:48][CH:47]=2)[C:46]2[CH:51]=[CH:50][CH:49]=[CH:48][CH:47]=2)[CH:51]=[CH:50][CH:49]=[CH:48][CH:47]=1.N(C(OC(C)C)=O)=NC([O:56][CH:57]([CH3:59])C)=O.CC(OC(/N=N/C(OC(C)C)=O)=O)C. The catalyst is C1COCC1. The product is [F:1][C:46]1[CH:47]=[CH:48][C:49]([O:56][CH:57]([CH:22]2[CH2:21][N:20]([C:19]3[CH:15]=[CH:16][CH:17]=[CH:12][CH:18]=3)[CH2:25][CH2:24][NH:23]2)[CH3:59])=[CH:50][CH:51]=1. The yield is 0.360.